Dataset: Catalyst prediction with 721,799 reactions and 888 catalyst types from USPTO. Task: Predict which catalyst facilitates the given reaction. (1) Reactant: C(OC(=O)[NH:7][C:8]1([C:12]2[CH:17]=[CH:16][C:15]([C:18]3[C:23]([C:24]4[CH:29]=[CH:28][CH:27]=[CH:26][CH:25]=4)=[CH:22][N:21]4[N:30]=[C:31]([C:33]([OH:36])([CH3:35])[CH3:34])[N:32]=[C:20]4[N:19]=3)=[CH:14][CH:13]=2)[CH2:11][CH2:10][CH2:9]1)(C)(C)C.C(O)(C(F)(F)F)=O. Product: [NH2:7][C:8]1([C:12]2[CH:13]=[CH:14][C:15]([C:18]3[C:23]([C:24]4[CH:29]=[CH:28][CH:27]=[CH:26][CH:25]=4)=[CH:22][N:21]4[N:30]=[C:31]([C:33]([OH:36])([CH3:34])[CH3:35])[N:32]=[C:20]4[N:19]=3)=[CH:16][CH:17]=2)[CH2:11][CH2:10][CH2:9]1. The catalyst class is: 2. (2) Reactant: [CH3:1][S:2]([C:5]1[CH:20]=[CH:19][C:8]([CH2:9][O:10][C:11]2[CH:12]=[CH:13][C:14]([CH:17]=O)=[N:15][CH:16]=2)=[CH:7][CH:6]=1)(=[O:4])=[O:3].Cl.[NH2:22][OH:23].C([O-])(O)=O.[Na+]. Product: [CH3:1][S:2]([C:5]1[CH:20]=[CH:19][C:8]([CH2:9][O:10][C:11]2[CH:12]=[CH:13][C:14]([CH:17]=[N:22][OH:23])=[N:15][CH:16]=2)=[CH:7][CH:6]=1)(=[O:4])=[O:3]. The catalyst class is: 40.